Predict the product of the given reaction. From a dataset of Forward reaction prediction with 1.9M reactions from USPTO patents (1976-2016). (1) The product is: [O:1]1[CH:5]=[CH:4][C:3]([C:6]2[CH:7]=[CH:8][C:9]3[O:13][C:12]4[CH:14]=[C:15]([S:18]([NH:21][C@@H:22]([CH:27]([CH3:28])[CH3:29])[C:23]([OH:25])=[O:24])(=[O:19])=[O:20])[CH:16]=[CH:17][C:11]=4[C:10]=3[CH:30]=2)=[CH:2]1. Given the reactants [O:1]1[CH:5]=[CH:4][C:3]([C:6]2[CH:7]=[CH:8][C:9]3[O:13][C:12]4[CH:14]=[C:15]([S:18]([NH:21][C@@H:22]([CH:27]([CH3:29])[CH3:28])[C:23]([O:25]C)=[O:24])(=[O:20])=[O:19])[CH:16]=[CH:17][C:11]=4[C:10]=3[CH:30]=2)=[CH:2]1.[OH-].[Li+], predict the reaction product. (2) Given the reactants [O:1]=[C:2]1[C:7]([C:8]([NH:10][C:11]2[CH:16]=[CH:15][N:14]=[CH:13][CH:12]=2)=[O:9])=[CH:6][CH:5]=[CH:4][NH:3]1.[N+:17]([C:20]1[CH:28]=[CH:27][CH:26]=[C:25]2[C:21]=1[CH2:22][CH2:23][C:24]2=O)([O-:19])=[O:18].C1C=CC(P(C2C=CC=CC=2)C2C=CC=CC=2)=CC=1.CC(OC(/N=N/C(OC(C)C)=O)=O)C, predict the reaction product. The product is: [N+:17]([C:20]1[CH:28]=[CH:27][CH:26]=[C:25]2[C:21]=1[CH2:22][CH2:23][CH:24]2[N:3]1[CH:4]=[CH:5][CH:6]=[C:7]([C:8]([NH:10][C:11]2[CH:16]=[CH:15][N:14]=[CH:13][CH:12]=2)=[O:9])[C:2]1=[O:1])([O-:19])=[O:18]. (3) Given the reactants [N:1]12[CH2:8][CH2:7][C:4]([O:9][C:10](=[O:36])[NH:11][C:12]3[CH:17]=[C:16](/[CH:18]=[CH:19]/[CH2:20][N:21]([C:23]([O:25][C:26]([CH3:29])([CH3:28])[CH3:27])=[O:24])[CH3:22])[CH:15]=[CH:14][C:13]=3[C:30]3[CH:35]=[CH:34][CH:33]=[CH:32][CH:31]=3)([CH2:5][CH2:6]1)[CH2:3][CH2:2]2.[H][H], predict the reaction product. The product is: [N:1]12[CH2:6][CH2:5][C:4]([O:9][C:10](=[O:36])[NH:11][C:12]3[CH:17]=[C:16]([CH2:18][CH2:19][CH2:20][N:21]([C:23]([O:25][C:26]([CH3:28])([CH3:29])[CH3:27])=[O:24])[CH3:22])[CH:15]=[CH:14][C:13]=3[C:30]3[CH:31]=[CH:32][CH:33]=[CH:34][CH:35]=3)([CH2:7][CH2:8]1)[CH2:3][CH2:2]2. (4) Given the reactants [C:1]([O:5][C:6](=[O:19])[NH:7][C@@H:8]([CH2:12][C:13]1[CH:18]=[CH:17][CH:16]=[CH:15][CH:14]=1)[CH2:9][C:10]#[N:11])([CH3:4])([CH3:3])[CH3:2].[H-].[Na+].[CH3:22]I, predict the reaction product. The product is: [C:1]([O:5][C:6](=[O:19])[N:7]([C@@H:8]([CH2:12][C:13]1[CH:18]=[CH:17][CH:16]=[CH:15][CH:14]=1)[CH2:9][C:10]#[N:11])[CH3:22])([CH3:4])([CH3:2])[CH3:3]. (5) Given the reactants [OH:1][C:2]1[CH:11]=[CH:10][C:5]([C:6]([O:8][CH3:9])=[O:7])=[C:4]([O:12][CH3:13])[CH:3]=1.Br[CH2:15][C:16]#[N:17].C(=O)([O-])[O-].[K+].[K+], predict the reaction product. The product is: [C:16]([CH2:15][O:1][C:2]1[CH:11]=[CH:10][C:5]([C:6]([O:8][CH3:9])=[O:7])=[C:4]([O:12][CH3:13])[CH:3]=1)#[N:17]. (6) Given the reactants [C:1]([C:3]1[CH:8]=[CH:7][C:6]([C:9]2[CH:10]=[N:11][N:12]([C:15]3[CH:23]=[CH:22][C:18]([C:19](O)=[O:20])=[CH:17][N:16]=3)[C:13]=2[OH:14])=[C:5]([CH3:24])[CH:4]=1)#[N:2].Cl.Cl.[N:27]1([C@@H:32]2[CH2:37][CH2:36][CH2:35][NH:34][CH2:33]2)[CH2:31][CH2:30][CH2:29][CH2:28]1, predict the reaction product. The product is: [OH:14][C:13]1[N:12]([C:15]2[CH:23]=[CH:22][C:18]([C:19]([N:34]3[CH2:35][CH2:36][CH2:37][C@@H:32]([N:27]4[CH2:28][CH2:29][CH2:30][CH2:31]4)[CH2:33]3)=[O:20])=[CH:17][N:16]=2)[N:11]=[CH:10][C:9]=1[C:6]1[CH:7]=[CH:8][C:3]([C:1]#[N:2])=[CH:4][C:5]=1[CH3:24]. (7) The product is: [CH3:22][C:23]1[N:24]=[C:25]([C:31]2[N:32]=[N:33][N:34]([CH2:36][C:37]3[CH:38]=[CH:39][C:40]([C:43]([F:44])([F:46])[F:45])=[CH:41][CH:42]=3)[CH:35]=2)[S:26][C:27]=1[C:28]([NH:8][CH2:12][C:11]1[CH:13]=[N:17][CH:16]=[CH:15][CH:19]=1)=[O:29]. Given the reactants C([N:8]1[CH:12]=[C:11]([C:13]2S[C:15]([C:19](O)=O)=[C:16](C)[N:17]=2)N=N1)C1C=CC=CC=1.[CH3:22][C:23]1[N:24]=[C:25]([C:31]2[N:32]=[N:33][N:34]([CH2:36][C:37]3[CH:42]=[CH:41][C:40]([C:43]([F:46])([F:45])[F:44])=[CH:39][CH:38]=3)[CH:35]=2)[S:26][C:27]=1[C:28](O)=[O:29].N1C=CC=C(CN)C=1, predict the reaction product.